From a dataset of Aqueous solubility values for 9,982 compounds from the AqSolDB database. Regression/Classification. Given a drug SMILES string, predict its absorption, distribution, metabolism, or excretion properties. Task type varies by dataset: regression for continuous measurements (e.g., permeability, clearance, half-life) or binary classification for categorical outcomes (e.g., BBB penetration, CYP inhibition). For this dataset (solubility_aqsoldb), we predict Y. The molecule is CCCCCCCCC#N. The Y is -3.30 log mol/L.